Dataset: Reaction yield outcomes from USPTO patents with 853,638 reactions. Task: Predict the reaction yield, written as a fraction of the theoretical maximum amount of product (1.0 means a 100% yield; for example, 0.34 means a 34% yield). (1) The reactants are [H-].[Na+].COP([CH2:9][C:10]([O:12][C:13]([CH3:16])([CH3:15])[CH3:14])=[O:11])(OC)=O.[Cl:17][C:18]1[CH:19]=[CH:20][C:21]([N:26]2[CH:30]=[N:29][CH:28]=[N:27]2)=[C:22]([CH:25]=1)[CH:23]=O. The catalyst is C1COCC1. The product is [Cl:17][C:18]1[CH:19]=[CH:20][C:21]([N:26]2[CH:30]=[N:29][CH:28]=[N:27]2)=[C:22](/[CH:23]=[CH:9]/[C:10]([O:12][C:13]([CH3:16])([CH3:15])[CH3:14])=[O:11])[CH:25]=1. The yield is 0.260. (2) The reactants are [F:1][C:2]1[CH:3]=[C:4]([C:9]2[CH:10]=[C:11]([CH2:20][N:21]3[CH2:26][CH2:25][N:24]([CH3:27])[CH2:23][CH2:22]3)[C:12](=[O:19])[N:13]([CH2:15][CH:16]([CH3:18])[CH3:17])[N:14]=2)[CH:5]=[CH:6][C:7]=1[CH3:8].[ClH:28]. The catalyst is CO.C(OCC)(=O)C. The product is [ClH:28].[ClH:28].[F:1][C:2]1[CH:3]=[C:4]([C:9]2[CH:10]=[C:11]([CH2:20][N:21]3[CH2:26][CH2:25][N:24]([CH3:27])[CH2:23][CH2:22]3)[C:12](=[O:19])[N:13]([CH2:15][CH:16]([CH3:17])[CH3:18])[N:14]=2)[CH:5]=[CH:6][C:7]=1[CH3:8]. The yield is 0.637. (3) The reactants are [C:1]([C:9]1[CH:17]=[CH:16][C:12]([C:13](Cl)=[O:14])=[CH:11][CH:10]=1)(=[O:8])[C:2]1[CH:7]=[CH:6][CH:5]=[CH:4][CH:3]=1.[NH2:18][CH2:19][CH2:20][CH2:21][CH2:22][CH2:23][CH2:24][CH2:25][CH2:26][CH2:27][CH2:28][C:29]([OH:31])=[O:30].[OH-].[Na+].Cl. The catalyst is C(Cl)(Cl)Cl.O. The product is [C:1]([C:9]1[CH:17]=[CH:16][C:12]([C:13]([NH:18][CH2:19][CH2:20][CH2:21][CH2:22][CH2:23][CH2:24][CH2:25][CH2:26][CH2:27][CH2:28][C:29]([OH:31])=[O:30])=[O:14])=[CH:11][CH:10]=1)(=[O:8])[C:2]1[CH:7]=[CH:6][CH:5]=[CH:4][CH:3]=1. The yield is 0.820.